Predict the reaction yield, written as a fraction of the theoretical maximum amount of product (1.0 means a 100% yield; for example, 0.34 means a 34% yield). From a dataset of Reaction yield outcomes from USPTO patents with 853,638 reactions. The reactants are [Br:1][C:2]1[C:3]([N:17]2[CH2:22][CH2:21][CH2:20][C@@H:19]([NH:23]C(=O)OC(C)(C)C)[CH2:18]2)=[C:4]2[C:10]([NH:11][C:12](=[O:16])[CH2:13][O:14][CH3:15])=[CH:9][NH:8][C:5]2=[N:6][CH:7]=1.O1CCOCC1.[ClH:37]. The catalyst is C(O)(C(F)(F)F)=O.CO. The product is [ClH:37].[NH2:23][C@@H:19]1[CH2:20][CH2:21][CH2:22][N:17]([C:3]2[C:2]([Br:1])=[CH:7][N:6]=[C:5]3[NH:8][CH:9]=[C:10]([NH:11][C:12](=[O:16])[CH2:13][O:14][CH3:15])[C:4]=23)[CH2:18]1. The yield is 0.550.